This data is from Acute oral toxicity (LD50) regression data from Zhu et al.. The task is: Regression/Classification. Given a drug SMILES string, predict its toxicity properties. Task type varies by dataset: regression for continuous values (e.g., LD50, hERG inhibition percentage) or binary classification for toxic/non-toxic outcomes (e.g., AMES mutagenicity, cardiotoxicity, hepatotoxicity). Dataset: ld50_zhu. The compound is O=NN(CCCl)C(=O)NCCS(=O)(=O)N1CCCCC1. The rat oral LD50 is 3.42, given as -log10 of the dose in mol/kg body weight (higher means more acutely toxic).